From a dataset of Catalyst prediction with 721,799 reactions and 888 catalyst types from USPTO. Predict which catalyst facilitates the given reaction. Reactant: [CH:1]([CH:3]=O)=[O:2].[C:5]([NH:9][N:10]=[CH:11][C:12](=[O:14])[CH3:13])([CH3:8])([CH3:7])[CH3:6]. Product: [OH:14][C:12]1[C:11]([C:1](=[O:2])[CH3:3])=[N:10][N:9]([C:5]([CH3:8])([CH3:7])[CH3:6])[CH:13]=1. The catalyst class is: 6.